Dataset: Experimentally validated miRNA-target interactions with 360,000+ pairs, plus equal number of negative samples. Task: Binary Classification. Given a miRNA mature sequence and a target amino acid sequence, predict their likelihood of interaction. (1) The miRNA is hsa-miR-448 with sequence UUGCAUAUGUAGGAUGUCCCAU. The protein sequence of the target gene is MAAAAIPALLLCLPLLFLLFGWSRARRDDPHSLCYDITVIPKFRPGPRWCAVQGQVDEKTFLHYDCGNKTVTPVSPLGKKLNVTMAWKAQNPVLREVVDILTEQLLDIQLENYTPKEPLTLQARMSCEQKAEGHSSGSWQFSIDGQTFLLFDSEKRMWTTVHPGARKMKEKWENDKDVAMSFHYISMGDCIGWLEDFLMGMDSTLEPSAGAPLAMSSGTTQLRATATTLILCCLLIILPCFILPGI. Result: 1 (interaction). (2) The miRNA is hsa-miR-7-5p with sequence UGGAAGACUAGUGAUUUUGUUGUU. The protein sequence of the target gene is MSYPADDYESEAAYDPYAYPSDYDMHTGDPKQDLAYERQYEQQTYQVIPEVIKNFIQYFHKTVSDLIDQKVYELQASRVSSDVIDQKVYEIQDIYENSWTKLTERFFKNTPWPEAEAIAPQVGNDAVFLILYKELYYRHIYAKVSGGPSLEQRFESYYNYCNLFNYILNADGPAPLELPNQWLWDIIDEFIYQFQSFSQYRCKTAKKSEEEIDFLRSNPKIWNVHSVLNVLHSLVDKSNINRQLEVYTSGGDPESVAGEYGRHSLYKMLGYFSLVGLLRLHSLLGDYYQAIKVLENIELN.... Result: 1 (interaction). (3) The miRNA is mmu-miR-326-3p with sequence CCUCUGGGCCCUUCCUCCAGU. The protein sequence of the target gene is MTAEETVNVKEVEIIKLILDFLNSKKLHISMLALEKESGVINGLFSDDMLFLRQLILDGQWDEVLQFIQPLECMEKFDKKRFRYIILKQKFLEALCVNNAMSAEDEPQHLEFTMQEAVQCLHALEEYCPSKDDYSKLCLLLTLPRLTNHAEFKDWNPSTARVHCFEEVCVMVAEFIPADRKLSEAGFKASNNRLFQLVMKGLLYECCVEFCQSKATGEEITESEVLLGIDLLCGNGCDDLDLSLLSWLQNLPSSVFSCAFEQKMLNIHVDKLLKPTKAAYADLLTPLISKLSPYPSSPMR.... Result: 0 (no interaction). (4) The miRNA is hsa-miR-4685-3p with sequence UCUCCCUUCCUGCCCUGGCUAG. The protein sequence of the target gene is MGDIKNFLYAWCGKRKMTPAYEIRAVGNKNRQKFMCEVRVEGFNYAGMGNSTNKKDAQSNAARDFVNYLVRINEVKSEEVPAVGIVPPPPILSDTSDSTASAAEGLPAPMGGPLPPHLALKAEENNSGVESSGYGSPGPTWDRGANLKDYYSRKEEQEVQATLESEEVDLNAGLHGNWTLENAKARLNQYFQKEKIQGEYKYTQVGPDHNRSFIAEMTIYIKQLGRRIFAREHGSNKKLAAQSCALSLVRQLYHLGVIEAYSGLTKKKEGERVEPYKVFLSPDLELQLQNVVQELDLEIV.... Result: 0 (no interaction).